The task is: Predict which catalyst facilitates the given reaction.. This data is from Catalyst prediction with 721,799 reactions and 888 catalyst types from USPTO. (1) Reactant: [C:1]([C:3]1[CH:8]=[CH:7][C:6]([N:9]2[CH2:18][CH2:17][C:16]3[C:15]([NH:19][C:20]4[CH:21]=[C:22]([CH:26]=[CH:27][N:28]=4)[C:23](O)=[O:24])=[N:14][CH:13]=[N:12][C:11]=3[CH2:10]2)=[CH:5][C:4]=1[C:29]([F:32])([F:31])[F:30])#[N:2].[F:33][C:34]([F:38])([F:37])[CH2:35][NH2:36].CN(C(ON1N=NC2C=CC=NC1=2)=[N+](C)C)C.F[P-](F)(F)(F)(F)F.C(N(C(C)C)CC)(C)C. Product: [C:1]([C:3]1[CH:8]=[CH:7][C:6]([N:9]2[CH2:18][CH2:17][C:16]3[C:15]([NH:19][C:20]4[CH:21]=[C:22]([CH:26]=[CH:27][N:28]=4)[C:23]([NH:36][CH2:35][C:34]([F:38])([F:37])[F:33])=[O:24])=[N:14][CH:13]=[N:12][C:11]=3[CH2:10]2)=[CH:5][C:4]=1[C:29]([F:30])([F:32])[F:31])#[N:2]. The catalyst class is: 248. (2) Reactant: Br[C:2]1[S:3][C:4]([C:7]2[CH:12]=[CH:11][C:10]([O:13][CH:14]([CH3:16])[CH3:15])=[C:9]([Cl:17])[CH:8]=2)=[N:5][N:6]=1.[N:18]1[NH:19][CH:20]=[C:21]2[C:26]=1[CH2:25][CH2:24][N:23]([C:27]([O:29][C:30]([CH3:33])([CH3:32])[CH3:31])=[O:28])[CH2:22]2.C([O-])([O-])=O.[Cs+].[Cs+]. Product: [Cl:17][C:9]1[CH:8]=[C:7]([C:4]2[S:3][C:2]([N:18]3[CH:26]4[CH:21]([CH2:22][N:23]([C:27]([O:29][C:30]([CH3:33])([CH3:32])[CH3:31])=[O:28])[CH2:24][CH2:25]4)[CH:20]=[N:19]3)=[N:6][N:5]=2)[CH:12]=[CH:11][C:10]=1[O:13][CH:14]([CH3:16])[CH3:15].[Cl:17][C:9]1[CH:8]=[C:7]([C:4]2[S:3][C:2]([N:19]3[CH:20]=[C:21]4[CH2:22][N:23]([C:27]([O:29][C:30]([CH3:32])([CH3:31])[CH3:33])=[O:28])[CH2:24][CH2:25][C:26]4=[N:18]3)=[N:6][N:5]=2)[CH:12]=[CH:11][C:10]=1[O:13][CH:14]([CH3:16])[CH3:15]. The catalyst class is: 122. (3) Reactant: [Br:1][C:2]1[CH:3]=[CH:4][C:5]([CH2:15][CH3:16])=[C:6]([CH:8]([C:10]2[O:11][CH:12]=[CH:13][CH:14]=2)O)[CH:7]=1.CC(C)=[O:19]. Product: [Br:1][C:2]1[CH:3]=[CH:4][C:5]([CH2:15][CH3:16])=[C:6]([CH:8]2[C:12](=[O:11])[CH:13]=[CH:14][CH:10]2[OH:19])[CH:7]=1. The catalyst class is: 6. (4) Reactant: O[CH:2]([C:4]1[O:5][C:6]2[CH:12]=[C:11]([C:13]([O:15][CH3:16])=[O:14])[CH:10]=[CH:9][C:7]=2[CH:8]=1)[CH3:3].P([N:33]=[N+:34]=[N-:35])(OC1C=CC=CC=1)(OC1C=CC=CC=1)=O.C1CCN2C(=NCCC2)CC1.C(OCC)(=O)C. Product: [N:33]([CH:2]([C:4]1[O:5][C:6]2[CH:12]=[C:11]([C:13]([O:15][CH3:16])=[O:14])[CH:10]=[CH:9][C:7]=2[CH:8]=1)[CH3:3])=[N+:34]=[N-:35]. The catalyst class is: 11.